From a dataset of Catalyst prediction with 721,799 reactions and 888 catalyst types from USPTO. Predict which catalyst facilitates the given reaction. (1) Reactant: [OH:1][CH2:2][C@@H:3]([NH:20]C(=O)OC(C)(C)C)[C:4]([NH:6][C:7]1[CH:12]=[CH:11][C:10]([C:13]2[O:17][CH:16]=[N:15][CH:14]=2)=[C:9]([O:18][CH3:19])[CH:8]=1)=[O:5].C(O)(C(F)(F)F)=O.C(=O)([O-])[O-].[Na+].[Na+]. Product: [NH2:20][C@H:3]([CH2:2][OH:1])[C:4]([NH:6][C:7]1[CH:12]=[CH:11][C:10]([C:13]2[O:17][CH:16]=[N:15][CH:14]=2)=[C:9]([O:18][CH3:19])[CH:8]=1)=[O:5]. The catalyst class is: 46. (2) Reactant: [CH:1]([O:4][C:5]([N:7]1[CH2:12][CH2:11][CH:10]([O:13][C:14]2[C:19]([C:20]#[N:21])=[C:18]([NH:22][C:23]3[CH:28]=[CH:27][C:26](I)=[CH:25][C:24]=3[F:30])[N:17]=[CH:16][N:15]=2)[CH2:9][CH2:8]1)=[O:6])([CH3:3])[CH3:2].[CH3:31][N:32]([CH3:36])[CH2:33][CH2:34][SH:35].CC(C)([O-])C.[Na+]. Product: [CH:1]([O:4][C:5]([N:7]1[CH2:12][CH2:11][CH:10]([O:13][C:14]2[C:19]([C:20]#[N:21])=[C:18]([NH:22][C:23]3[CH:28]=[CH:27][C:26]([S:35][CH2:34][CH2:33][N:32]([CH3:36])[CH3:31])=[CH:25][C:24]=3[F:30])[N:17]=[CH:16][N:15]=2)[CH2:9][CH2:8]1)=[O:6])([CH3:3])[CH3:2]. The catalyst class is: 16. (3) Reactant: [NH2:1][C:2]1[CH:3]=[CH:4][C:5]([C:8]#[N:9])=[N:6][CH:7]=1.[Cl:10][C:11]1[CH:12]=[C:13]([CH:16]=[CH:17][C:18]=1[F:19])[CH:14]=O.[CH2:20]=[C:21]([CH3:23])[CH3:22].FC(F)(F)S([O-])(=O)=O.[Yb+3].FC(F)(F)S([O-])(=O)=O.FC(F)(F)S([O-])(=O)=O. Product: [Cl:10][C:11]1[CH:12]=[C:13]([CH:14]2[CH2:20][C:21]([CH3:23])([CH3:22])[C:7]3[N:6]=[C:5]([C:8]#[N:9])[CH:4]=[CH:3][C:2]=3[NH:1]2)[CH:16]=[CH:17][C:18]=1[F:19]. The catalyst class is: 115. (4) Reactant: CS([O:5][CH2:6][CH2:7][CH:8]([NH:17][C:18]1[NH:19][C:20](=[O:32])[C:21]2[CH:26]=[N:25][N:24]([CH:27]3[CH2:31][CH2:30][CH2:29][CH2:28]3)[C:22]=2[N:23]=1)[C:9]1[CH:14]=[CH:13][C:12]([O:15][CH3:16])=[CH:11][CH:10]=1)(=O)=O.C(=O)([O-])[O-].[Cs+].[Cs+]. Product: [CH:27]1([N:24]2[C:22]3[N:23]=[C:18]([NH:17][CH:8]([C:9]4[CH:14]=[CH:13][C:12]([O:15][CH3:16])=[CH:11][CH:10]=4)[CH2:7][CH2:6][OH:5])[NH:19][C:20](=[O:32])[C:21]=3[CH:26]=[N:25]2)[CH2:28][CH2:29][CH2:30][CH2:31]1. The catalyst class is: 12. (5) Reactant: CN(C(ON1N=NC2C=CC=NC1=2)=[N+](C)C)C.F[P-](F)(F)(F)(F)F.[O:25]=[C:26]1[C:35]2[C:30](=[CH:31][CH:32]=[CH:33][CH:34]=2)[NH:29][CH:28]=[C:27]1[C:36]([OH:38])=O.[NH2:39][C:40]1[C:51]([C:52]([CH3:55])([CH3:54])[CH3:53])=[CH:50][C:43]2[C:44]([CH3:49])([CH3:48])[C:45](=[O:47])[O:46][C:42]=2[CH:41]=1.CCN(C(C)C)C(C)C. Product: [C:52]([C:51]1[C:40]([NH:39][C:36]([C:27]2[C:26](=[O:25])[C:35]3[C:30](=[CH:31][CH:32]=[CH:33][CH:34]=3)[NH:29][CH:28]=2)=[O:38])=[CH:41][C:42]2[O:46][C:45](=[O:47])[C:44]([CH3:49])([CH3:48])[C:43]=2[CH:50]=1)([CH3:55])([CH3:53])[CH3:54]. The catalyst class is: 10. (6) Reactant: [Br:1][C:2]1[CH:3]=[N:4][CH:5]=[C:6]([C:9]=1[NH:10][C:11]1[CH:12]=[N:13][C:14]([N:17]2[CH2:22][C@H:21]([CH3:23])[O:20][C@H:19]([CH3:24])[CH2:18]2)=[CH:15][CH:16]=1)[C:7]#[N:8].[OH-:25].[Na+].OO. Product: [Br:1][C:2]1[CH:3]=[N:4][CH:5]=[C:6]([C:9]=1[NH:10][C:11]1[CH:12]=[N:13][C:14]([N:17]2[CH2:18][C@H:19]([CH3:24])[O:20][C@H:21]([CH3:23])[CH2:22]2)=[CH:15][CH:16]=1)[C:7]([NH2:8])=[O:25]. The catalyst class is: 16.